This data is from Reaction yield outcomes from USPTO patents with 853,638 reactions. The task is: Predict the reaction yield, written as a fraction of the theoretical maximum amount of product (1.0 means a 100% yield; for example, 0.34 means a 34% yield). (1) The reactants are [CH:1]([C:4]1[N:8]2[C:9]3[CH:16]=[C:15]([C:17]4[CH:22]=[CH:21][CH:20]=[CH:19][CH:18]=4)[C:14]([C:23]4[CH:28]=[CH:27][C:26]([C:29]5([NH:33]C(=O)OC(C)(C)C)[CH2:32][CH2:31][CH2:30]5)=[CH:25][CH:24]=4)=[N:13][C:10]=3[O:11][CH2:12][C:7]2=[N:6][N:5]=1)([CH3:3])[CH3:2]. The catalyst is C(O)(C(F)(F)F)=O. The product is [CH:1]([C:4]1[N:8]2[C:9]3[CH:16]=[C:15]([C:17]4[CH:18]=[CH:19][CH:20]=[CH:21][CH:22]=4)[C:14]([C:23]4[CH:24]=[CH:25][C:26]([C:29]5([NH2:33])[CH2:30][CH2:31][CH2:32]5)=[CH:27][CH:28]=4)=[N:13][C:10]=3[O:11][CH2:12][C:7]2=[N:6][N:5]=1)([CH3:3])[CH3:2]. The yield is 0.920. (2) The reactants are [Cl:1][C:2]1[C:3]([F:22])=[CH:4][CH:5]=[C:6]2[C:11]=1[O:10][C:9]([CH3:13])([CH3:12])[CH2:8][C@H:7]2[NH:14]C(=O)OC(C)(C)C.CO.Cl. The catalyst is O. The product is [Cl:1][C:2]1[C:3]([F:22])=[CH:4][CH:5]=[C:6]2[C:11]=1[O:10][C:9]([CH3:12])([CH3:13])[CH2:8][C@H:7]2[NH2:14]. The yield is 0.920. (3) The reactants are [F:1][C:2]1[CH:3]=[C:4]2[C:9](=[CH:10][CH:11]=1)[N:8]=[C:7]([C:12]1[CH:17]=[CH:16][C:15]([F:18])=[CH:14][CH:13]=1)[N:6]=[C:5]2[C:19]([OH:21])=O.Cl.[F:23][C:24]1[CH:25]=[C:26]2[C:31](=[CH:32][CH:33]=1)[CH2:30][NH:29][CH2:28][CH2:27]2. No catalyst specified. The product is [F:1][C:2]1[CH:3]=[C:4]2[C:9](=[CH:10][CH:11]=1)[N:8]=[C:7]([C:12]1[CH:17]=[CH:16][C:15]([F:18])=[CH:14][CH:13]=1)[N:6]=[C:5]2[C:19]([N:29]1[CH2:28][CH2:27][C:26]2[C:31](=[CH:32][CH:33]=[C:24]([F:23])[CH:25]=2)[CH2:30]1)=[O:21]. The yield is 0.267.